This data is from Full USPTO retrosynthesis dataset with 1.9M reactions from patents (1976-2016). The task is: Predict the reactants needed to synthesize the given product. (1) Given the product [NH2:1][C:2]1[C:7]([O:8][CH2:9][CH:10]2[CH2:15][CH2:14][N:13]([C:16]([O:18][C:19]([CH3:22])([CH3:20])[CH3:21])=[O:17])[CH2:12][CH2:11]2)=[CH:6][C:5]([C:33]2[N:37]([CH3:38])[N:36]=[N:35][CH:34]=2)=[CH:4][N:3]=1, predict the reactants needed to synthesize it. The reactants are: [NH2:1][C:2]1[C:7]([O:8][CH2:9][CH:10]2[CH2:15][CH2:14][N:13]([C:16]([O:18][C:19]([CH3:22])([CH3:21])[CH3:20])=[O:17])[CH2:12][CH2:11]2)=[CH:6][C:5](B2OC(C)(C)C(C)(C)O2)=[CH:4][N:3]=1.I[C:33]1[N:37]([CH3:38])[N:36]=[N:35][CH:34]=1.C([O-])([O-])=O.[Cs+].[Cs+]. (2) Given the product [ClH:1].[NH2:24][CH:23]1[C:18]2[CH:17]=[C:16]([C:12]3[C:13]([CH3:15])=[C:14]4[C:9]([C:8](=[O:45])[NH:7][C:6](=[O:46])[N:5]4[CH:2]4[CH2:3][CH2:4]4)=[CH:10][C:11]=3[F:44])[S:20][C:19]=2[CH2:21][CH2:22]1, predict the reactants needed to synthesize it. The reactants are: [ClH:1].[CH:2]1([N:5]2[C:14]3[C:9](=[CH:10][C:11]([F:44])=[C:12]([C:16]4[S:20][C:19]5[CH2:21][CH2:22][CH:23]([NH:24]C(C6C=CC=CC=6)(C6C=CC=CC=6)C6C=CC=CC=6)[C:18]=5[CH:17]=4)[C:13]=3[CH3:15])[C:8](=[O:45])[NH:7][C:6]2=[O:46])[CH2:4][CH2:3]1. (3) Given the product [Cl:33][C:26]1[C:27]([F:32])=[CH:28][CH:29]=[C:30]([Cl:31])[C:25]=1[CH:23]([O:22][C:3]1[C:2]([NH2:1])=[N:7][CH:6]=[C:5]([C:8]2[CH:9]=[N:10][N:11]([CH2:13][CH:14]3[CH2:16][CH2:20][NH:19][CH2:17][CH2:15]3)[CH:12]=2)[CH:4]=1)[CH3:24], predict the reactants needed to synthesize it. The reactants are: [NH2:1][C:2]1[N:7]=[CH:6][C:5]([C:8]2[CH:9]=[N:10][N:11]([CH2:13][CH:14]3[CH2:16][CH:15]3[C:17]([N:19](C)[CH3:20])=O)[CH:12]=2)=[CH:4][C:3]=1[O:22][CH:23]([C:25]1[C:30]([Cl:31])=[CH:29][CH:28]=[C:27]([F:32])[C:26]=1[Cl:33])[CH3:24].ClC1C(F)=CC=C(Cl)C=1C(OC1C(N)=NC=C(B2OC(C)(C)C(C)(C)O2)C=1)C. (4) Given the product [C:3]([CH:4]=[CH:5][NH:16][CH:17]([C:18]([O:20][CH2:21][CH3:22])=[O:19])[C:23]([O:25][CH2:26][CH3:27])=[O:24])#[N:2], predict the reactants needed to synthesize it. The reactants are: O1[CH:5]=[CH:4][CH:3]=[N:2]1.C(O)(=O)C.C([O-])(=O)C.[Na+].Cl.[NH2:16][CH:17]([C:23]([O:25][CH2:26][CH3:27])=[O:24])[C:18]([O:20][CH2:21][CH3:22])=[O:19]. (5) The reactants are: [CH3:1][C:2]1[C:6]([C:7]2[CH:12]=[C:11]([NH2:13])[C:10]([NH2:14])=[C:9]([I:15])[CH:8]=2)=[C:5]([CH3:16])[O:4][N:3]=1.[C:17](C1NC=CN=1)(C1NC=CN=1)=[O:18].N1C=CN=C1. Given the product [CH3:1][C:2]1[C:6]([C:7]2[CH:8]=[C:9]([I:15])[C:10]3[NH:14][C:17](=[O:18])[NH:13][C:11]=3[CH:12]=2)=[C:5]([CH3:16])[O:4][N:3]=1, predict the reactants needed to synthesize it. (6) Given the product [CH:24]([C:3]1[C:2]([OH:1])=[CH:11][CH:10]=[CH:9][C:4]=1[C:5]([O:7][CH3:8])=[O:6])=[O:25], predict the reactants needed to synthesize it. The reactants are: [OH:1][C:2]1[CH:3]=[C:4]([CH:9]=[CH:10][CH:11]=1)[C:5]([O:7][CH3:8])=[O:6].C1N2CN3CN(C2)CN1C3.FC(F)(F)[C:24](O)=[O:25]. (7) Given the product [Cl:8][C:4]1[CH:5]=[CH:6][CH:7]=[C:2]([Cl:1])[C:3]=1[CH2:9][S:10]([C:13]1[CH:14]=[C:15]2[C:19](=[CH:20][CH:21]=1)[NH:18][C:17](=[O:22])/[C:16]/2=[CH:23]\[C:24]1[NH:28][C:27]([CH3:29])=[C:26]([CH2:30][C:31]([NH:57][CH2:58][CH2:59][N:60]2[CH2:65][CH2:64][NH:63][C:62](=[O:66])[CH2:61]2)=[O:32])[C:25]=1[CH3:34])(=[O:12])=[O:11], predict the reactants needed to synthesize it. The reactants are: [Cl:1][C:2]1[CH:7]=[CH:6][CH:5]=[C:4]([Cl:8])[C:3]=1[CH2:9][S:10]([C:13]1[CH:14]=[C:15]2[C:19](=[CH:20][CH:21]=1)[NH:18][C:17](=[O:22])/[C:16]/2=[CH:23]\[C:24]1[NH:28][C:27]([CH3:29])=[C:26]([CH2:30][C:31](O)=[O:32])[C:25]=1[CH3:34])(=[O:12])=[O:11].C1C=CC2N(O)N=NC=2C=1.CCN=C=NCCCN(C)C.Cl.[NH2:57][CH2:58][CH2:59][N:60]1[CH2:65][CH2:64][NH:63][C:62](=[O:66])[CH2:61]1.